From a dataset of Full USPTO retrosynthesis dataset with 1.9M reactions from patents (1976-2016). Predict the reactants needed to synthesize the given product. (1) Given the product [NH2:8][C@H:9]1[CH2:10][CH2:11][C@H:12]([NH:15][C:16](=[O:25])[CH2:17][N:18]2[CH2:19][CH2:20][N:21]([CH3:24])[CH2:22][CH2:23]2)[CH2:13][CH2:14]1, predict the reactants needed to synthesize it. The reactants are: Cl.C(OC(=O)[NH:8][C@H:9]1[CH2:14][CH2:13][C@H:12]([NH:15][C:16](=[O:25])[CH2:17][N:18]2[CH2:23][CH2:22][N:21]([CH3:24])[CH2:20][CH2:19]2)[CH2:11][CH2:10]1)(C)(C)C.CCOCC. (2) Given the product [N:1]([CH2:4][C:5]1[CH:14]=[CH:13][CH:12]=[CH:11][C:6]=1[C:7]([OH:9])=[O:8])=[N+:2]=[N-:3], predict the reactants needed to synthesize it. The reactants are: [N:1]([CH2:4][C:5]1[CH:14]=[CH:13][CH:12]=[CH:11][C:6]=1[C:7]([O:9]C)=[O:8])=[N+:2]=[N-:3].[OH-].[Na+]. (3) Given the product [C:11]([Si:15]([CH3:29])([CH3:28])[O:16][CH2:17][CH2:18][O:19][CH2:20][CH2:21][C:22]([CH3:27])([CH3:26])[CH2:23][CH:24]=[O:25])([CH3:14])([CH3:13])[CH3:12], predict the reactants needed to synthesize it. The reactants are: C(Cl)(=O)C(Cl)=O.CS(C)=O.[C:11]([Si:15]([CH3:29])([CH3:28])[O:16][CH2:17][CH2:18][O:19][CH2:20][CH2:21][C:22]([CH3:27])([CH3:26])[CH2:23][CH2:24][OH:25])([CH3:14])([CH3:13])[CH3:12].C(N(CC)CC)C. (4) Given the product [CH2:1]([O:3][C:4]1[N:9]=[CH:8][C:7]([S:10]([N:13]2[CH2:18][CH2:17][N:16]([CH2:19][CH3:20])[CH2:15][CH2:14]2)(=[O:11])=[O:12])=[CH:6][C:5]=1[C:21]1[NH:22][C:23](=[O:39])[C:24]2[C:25](=[C:27]([CH2:37][CH3:38])[N:28]([CH2:30][C:31]3[CH:36]=[CH:35][CH:34]=[CH:33][N:32]=3)[N:29]=2)[N:26]=1)[CH3:2], predict the reactants needed to synthesize it. The reactants are: [CH2:1]([O:3][C:4]1[N:9]=[CH:8][C:7]([S:10]([N:13]2[CH2:18][CH2:17][N:16]([CH2:19][CH3:20])[CH2:15][CH2:14]2)(=[O:12])=[O:11])=[CH:6][C:5]=1[CH:21]1[NH:26][C:25]2=[C:27]([CH2:37][CH3:38])[N:28]([CH2:30][C:31]3[CH:36]=[CH:35][CH:34]=[CH:33][N:32]=3)[N:29]=[C:24]2[C:23](=[O:39])[NH:22]1)[CH3:2].FC(F)(F)C(O)=O. (5) The reactants are: [Cl:1][C:2]1[N:7]=[CH:6][C:5]([NH:8][S:9]([CH3:11])=[O:10])=[CH:4][CH:3]=1.[CH3:12][NH:13][CH3:14]. Given the product [Cl:1][C:2]1[N:7]=[CH:6][C:5]([N:8]=[S:9]([CH3:11])([N:13]([CH3:14])[CH3:12])=[O:10])=[CH:4][CH:3]=1, predict the reactants needed to synthesize it. (6) Given the product [S:20]([O:22][CH2:4][C:5]([C:7]1[CH:16]=[CH:15][C:14]2[C:9](=[CH:10][CH:11]=[CH:12][CH:13]=2)[CH:8]=1)=[O:6])([C:23]1[CH:29]=[CH:28][C:26]([CH3:27])=[CH:25][CH:24]=1)(=[O:21])=[O:19], predict the reactants needed to synthesize it. The reactants are: C(#N)C.[CH3:4][C:5]([C:7]1[CH:16]=[CH:15][C:14]2[C:9](=[CH:10][CH:11]=[CH:12][CH:13]=2)[CH:8]=1)=[O:6].OI(C1C=CC=CC=1)[O:19][S:20]([C:23]1[CH:29]=[CH:28][C:26]([CH3:27])=[CH:25][CH:24]=1)(=[O:22])=[O:21]. (7) Given the product [CH3:13][O:12][C:9]1[CH:10]=[C:11]2[C:6](=[CH:7][C:8]=1[O:14][CH2:15][CH2:16][O:17][CH2:18][CH2:19][O:20][CH3:21])[N:5]=[CH:4][N:3]=[C:2]2[O:28][C:29]1[CH:38]=[C:37]2[C:32]([CH:33]=[CH:34][CH:35]=[N:36]2)=[CH:31][CH:30]=1, predict the reactants needed to synthesize it. The reactants are: Cl[C:2]1[C:11]2[C:6](=[CH:7][C:8]([O:14][CH2:15][CH2:16][O:17][CH2:18][CH2:19][O:20][CH3:21])=[C:9]([O:12][CH3:13])[CH:10]=2)[N:5]=[CH:4][N:3]=1.C(=O)([O-])[O-].[K+].[K+].[OH:28][C:29]1[CH:38]=[C:37]2[C:32]([CH:33]=[CH:34][CH:35]=[N:36]2)=[CH:31][CH:30]=1.O.